From a dataset of Catalyst prediction with 721,799 reactions and 888 catalyst types from USPTO. Predict which catalyst facilitates the given reaction. (1) Reactant: [CH:1]1([C:5]2[CH:6]=[N:7][CH:8]=[CH:9][C:10]=2[O:11][CH2:12][C:13]([F:16])([F:15])[F:14])[CH2:4][CH2:3][CH2:2]1.ClC1C=C(C=CC=1)C(OO)=[O:22]. Product: [CH:1]1([C:5]2[CH:6]=[N+:7]([O-:22])[CH:8]=[CH:9][C:10]=2[O:11][CH2:12][C:13]([F:16])([F:14])[F:15])[CH2:2][CH2:3][CH2:4]1. The catalyst class is: 4. (2) Reactant: [NH2:1][C:2]1[C:11]([O:12][CH3:13])=[CH:10][CH:9]=[CH:8][C:3]=1[C:4]([O:6][CH3:7])=[O:5].C1C(=O)N([Br:21])C(=O)C1. The catalyst class is: 3. Product: [NH2:1][C:2]1[C:11]([O:12][CH3:13])=[CH:10][C:9]([Br:21])=[CH:8][C:3]=1[C:4]([O:6][CH3:7])=[O:5]. (3) Reactant: Cl[C:2]1[CH:11]=[CH:10][N:9]=[C:8]2[C:3]=1[C:4]1[CH:16]=[CH:15][CH:14]=[CH:13][C:5]=1[C:6](=[O:12])[NH:7]2.N[C:18]1[CH:19]=[C:20]([OH:24])[CH:21]=[CH:22][CH:23]=1.C(=O)([O-])[O-].[K+].[K+].[CH3:31][N:32](C=O)C. Product: [C:31]([C:23]1[CH:22]=[CH:21][C:20]([O:24][C:2]2[CH:11]=[CH:10][N:9]=[C:8]3[C:3]=2[C:4]2[CH:16]=[CH:15][CH:14]=[CH:13][C:5]=2[C:6](=[O:12])[NH:7]3)=[CH:19][CH:18]=1)#[N:32]. The catalyst class is: 5. (4) Reactant: C[O:2][C:3](=[O:25])[C@@H:4]([N:11]1[CH2:19][C:18]2[C:13](=[CH:14][CH:15]=[CH:16][C:17]=2[C:20]([F:23])([F:22])[F:21])[C:12]1=[O:24])[CH2:5][CH:6]1[CH2:10][CH2:9][CH2:8][CH2:7]1.O.[OH-].[Li+].Cl. Product: [CH:6]1([CH2:5][C@H:4]([N:11]2[CH2:19][C:18]3[C:13](=[CH:14][CH:15]=[CH:16][C:17]=3[C:20]([F:21])([F:22])[F:23])[C:12]2=[O:24])[C:3]([OH:25])=[O:2])[CH2:10][CH2:9][CH2:8][CH2:7]1. The catalyst class is: 30. (5) Reactant: [Cl:1][C:2]1[CH:3]=[C:4]2[CH:10]=[C:9]([Si](CC)(CC)CC)[NH:8][C:5]2=[N:6][CH:7]=1.CCCC[N+](CCCC)(CCCC)CCCC.[F-]. Product: [Cl:1][C:2]1[CH:3]=[C:4]2[CH:10]=[CH:9][NH:8][C:5]2=[N:6][CH:7]=1. The catalyst class is: 56.